This data is from Experimental lipophilicity measurements (octanol/water distribution) for 4,200 compounds from AstraZeneca. The task is: Regression/Classification. Given a drug SMILES string, predict its absorption, distribution, metabolism, or excretion properties. Task type varies by dataset: regression for continuous measurements (e.g., permeability, clearance, half-life) or binary classification for categorical outcomes (e.g., BBB penetration, CYP inhibition). For this dataset (lipophilicity_astrazeneca), we predict Y. (1) The drug is COc1cccc(C(=O)NCCCOc2cccc3ccc(N)nc23)c1. The Y is 2.46 logD. (2) The compound is COc1cc2nnc(C(N)=O)c(Nc3ccc(C)cc3F)c2cc1N1CCN(C)CC1. The Y is 2.36 logD. (3) The molecule is O=C(COCc1ccccc1)Nc1ccc2c(c1)C(=O)C(=O)c1ccccc1-2. The Y is 3.21 logD. (4) The drug is CN(C(=O)Cc1ccc(-n2cnnn2)cc1)[C@H]1CCN(Cc2ccc(C(F)(F)F)cc2)C[C@H]1F. The Y is 3.30 logD. (5) The Y is 2.00 logD. The molecule is NC(=O)c1cccc(O[C@H]2C[C@@H]3CC[C@H](C2)N3CCc2ccccc2)c1. (6) The molecule is CCOc1ccc(-n2c(CC)nc3ccccc3c2=O)cc1. The Y is 3.27 logD. (7) The molecule is COc1ccc(C(=O)Nc2c(Cl)cncc2Cl)c2cccnc12. The Y is 2.09 logD. (8) The molecule is Nc1cc(C(F)(F)F)c(-c2cc(N3CCOCC3)nc(N3CCOCC3)n2)cn1. The Y is 2.70 logD. (9) The molecule is CCN(C(=O)Cc1ccc(S(C)(=O)=O)cc1)C1CCN(CC[C@@H](c2ccccc2)N2CCN(S(=O)(=O)C(F)(F)F)CC2)CC1. The Y is 2.86 logD.